This data is from Full USPTO retrosynthesis dataset with 1.9M reactions from patents (1976-2016). The task is: Predict the reactants needed to synthesize the given product. Given the product [CH3:22][S:19]([C:17]1[CH:18]=[C:13]2[CH:12]=[C:11]([C:23]3[N:28]=[CH:27][CH:26]=[CH:25][N:24]=3)[NH:10][C:14]2=[N:15][CH:16]=1)(=[O:21])=[O:20], predict the reactants needed to synthesize it. The reactants are: C1(S([N:10]2[C:14]3=[N:15][CH:16]=[C:17]([S:19]([CH3:22])(=[O:21])=[O:20])[CH:18]=[C:13]3[CH:12]=[C:11]2[C:23]2[N:28]=[CH:27][CH:26]=[CH:25][N:24]=2)(=O)=O)C=CC=CC=1.[OH-].[K+].O.